Dataset: Reaction yield outcomes from USPTO patents with 853,638 reactions. Task: Predict the reaction yield, written as a fraction of the theoretical maximum amount of product (1.0 means a 100% yield; for example, 0.34 means a 34% yield). (1) The catalyst is C(OCC)C.[Cu]I. The reactants are [CH2:1]([Mg]Cl)[CH2:2][CH3:3].[CH2:6]([C:8]1[N:13]=[C:12]2[S:14][C:15]3[CH2:20][CH2:19][CH2:18][CH2:17][C:16]=3[C:11]2=[C:10]([C:21]2[CH:26]=[CH:25][C:24]([CH3:27])=[CH:23][CH:22]=2)[C:9]=1[CH:28]=[C:29]1[S:33][C:32](=[O:34])[NH:31][C:30]1=[O:35])[CH3:7].C(OCC)C.O1CCCC1. The product is [CH2:6]([C:8]1[N:13]=[C:12]2[S:14][C:15]3[CH2:20][CH2:19][CH2:18][CH2:17][C:16]=3[C:11]2=[C:10]([C:21]2[CH:22]=[CH:23][C:24]([CH3:27])=[CH:25][CH:26]=2)[C:9]=1[CH:28]([CH:29]1[S:33][C:32](=[O:34])[NH:31][C:30]1=[O:35])[CH2:1][CH2:2][CH3:3])[CH3:7]. The yield is 0.0900. (2) The reactants are [Br:1][C:2]1[CH:3]=[C:4]([C:10](=O)[CH2:11][CH2:12][C:13]([OH:15])=O)[CH:5]=[C:6]([Br:9])[C:7]=1[OH:8].Cl.Cl.[OH:19][C:20]1[CH:21]=[C:22]([CH:26]=[CH:27][CH:28]=1)[CH2:23][NH:24][NH2:25]. The catalyst is C(O)C. The product is [Br:9][C:6]1[CH:5]=[C:4]([C:10]2[CH2:11][CH2:12][C:13](=[O:15])[N:24]([CH2:23][C:22]3[CH:26]=[CH:27][CH:28]=[C:20]([OH:19])[CH:21]=3)[N:25]=2)[CH:3]=[C:2]([Br:1])[C:7]=1[OH:8]. The yield is 0.490. (3) The reactants are [C:1]([O:5][CH:6]([C:11]1[N:16]([CH3:17])[C:15](=[O:18])[C:14]2[NH:19][CH:20]=[CH:21][C:13]=2[C:12]=1[C:22]1[CH:27]=[CH:26][C:25]([CH3:28])=[CH:24][CH:23]=1)[C:7]([O:9][CH3:10])=[O:8])([CH3:4])([CH3:3])[CH3:2].C([O-])([O-])=O.[K+].[K+].CCN(C(C)C)C(C)C.[Cl:44][C:45]1[CH:52]=[CH:51][C:48]([CH2:49]Br)=[CH:47][C:46]=1[F:53]. The catalyst is CN(C)C=O.O. The product is [C:1]([O:5][CH:6]([C:11]1[N:16]([CH3:17])[C:15](=[O:18])[C:14]2[N:19]([CH2:49][C:48]3[CH:51]=[CH:52][C:45]([Cl:44])=[C:46]([F:53])[CH:47]=3)[CH:20]=[CH:21][C:13]=2[C:12]=1[C:22]1[CH:27]=[CH:26][C:25]([CH3:28])=[CH:24][CH:23]=1)[C:7]([O:9][CH3:10])=[O:8])([CH3:4])([CH3:3])[CH3:2]. The yield is 0.910. (4) The reactants are CN(C(ON1N=NC2C=CC=NC1=2)=[N+](C)C)C.F[P-](F)(F)(F)(F)F.[CH3:25][O:26][C@:27]1([C:36]2[CH:45]=[CH:44][C:43]3[C:38](=[CH:39][C:40]([CH:48]=[CH2:49])=[C:41]([O:46][CH3:47])[CH:42]=3)[CH:37]=2)[CH2:31][NH:30][C@H:29]([C:32]([O:34][CH3:35])=[O:33])[CH2:28]1.[CH2:50]([O:54][C:55]([NH:57][C@@H:58]([C:62]([CH3:65])([CH3:64])[CH3:63])[C:59](O)=[O:60])=[O:56])[CH2:51][CH:52]=[CH2:53].CCN(C(C)C)C(C)C. The yield is 0.645. The catalyst is C(Cl)Cl. The product is [CH2:50]([O:54][C:55]([NH:57][C@@H:58]([C:62]([CH3:65])([CH3:64])[CH3:63])[C:59]([N:30]1[CH2:31][C@:27]([O:26][CH3:25])([C:36]2[CH:45]=[CH:44][C:43]3[C:38](=[CH:39][C:40]([CH:48]=[CH2:49])=[C:41]([O:46][CH3:47])[CH:42]=3)[CH:37]=2)[CH2:28][C@H:29]1[C:32]([O:34][CH3:35])=[O:33])=[O:60])=[O:56])[CH2:51][CH:52]=[CH2:53].